From a dataset of Forward reaction prediction with 1.9M reactions from USPTO patents (1976-2016). Predict the product of the given reaction. Given the reactants [NH2:1][C:2]1[CH:3]=[CH:4][C:5]2[O:10][CH2:9][CH2:8][N:7]([C:11]3[S:12][C:13]4[C:19](=[O:20])[CH2:18][C:17]([CH3:22])([CH3:21])[CH2:16][C:14]=4[N:15]=3)[C:6]=2[CH:23]=1.[O:24]1[CH2:28][CH2:27][CH:26]([CH:29]=O)[CH2:25]1.C1([SiH3])C=CC=CC=1.C([Sn](Cl)(Cl)CCCC)CCC, predict the reaction product. The product is: [CH3:22][C:17]1([CH3:21])[CH2:16][C:14]2[N:15]=[C:11]([N:7]3[C:6]4[CH:23]=[C:2]([NH:1][CH2:29][CH:26]5[CH2:27][CH2:28][O:24][CH2:25]5)[CH:3]=[CH:4][C:5]=4[O:10][CH2:9][CH2:8]3)[S:12][C:13]=2[C:19](=[O:20])[CH2:18]1.